Predict the reactants needed to synthesize the given product. From a dataset of Full USPTO retrosynthesis dataset with 1.9M reactions from patents (1976-2016). (1) Given the product [F:1][C:2]1[CH:3]=[N:4][CH:5]=[CH:6][C:7]=1[C:8]1[N:9]=[CH:10][C:11]([NH:20][C:27](=[O:30])[CH2:28][CH3:29])=[N:12][C:13]=1[C:14]1[CH:15]=[N:16][CH:17]=[CH:18][CH:19]=1, predict the reactants needed to synthesize it. The reactants are: [F:1][C:2]1[CH:3]=[N:4][CH:5]=[CH:6][C:7]=1[C:8]1[N:9]=[CH:10][C:11]([NH2:20])=[N:12][C:13]=1[C:14]1[CH:15]=[N:16][CH:17]=[CH:18][CH:19]=1.N1C=CC=CC=1.[C:27](Cl)(=[O:30])[CH2:28][CH3:29]. (2) Given the product [Cl:11][C:12]1[N:13]=[C:14]([NH:1][C@H:2]([C:5]2[CH:10]=[CH:9][CH:8]=[CH:7][CH:6]=2)[CH2:3][OH:4])[CH:15]=[N:16][CH:17]=1, predict the reactants needed to synthesize it. The reactants are: [NH2:1][C@H:2]([C:5]1[CH:10]=[CH:9][CH:8]=[CH:7][CH:6]=1)[CH2:3][OH:4].[Cl:11][C:12]1[CH:17]=[N:16][CH:15]=[C:14](Cl)[N:13]=1. (3) The reactants are: [CH3:1][O:2][C:3]1[CH:19]=[CH:18][C:6]([CH2:7][O:8][CH2:9][C:10]([CH3:17])([CH3:16])[C:11](=O)[CH2:12][C:13]#[N:14])=[CH:5][CH:4]=1.[OH-:20].[Na+].S(O)(O)(=O)=O.[NH2:27]O. Given the product [CH3:16][C:10]([C:11]1[CH:12]=[C:13]([NH2:14])[O:20][N:27]=1)([CH3:17])[CH2:9][O:8][CH2:7][C:6]1[CH:18]=[CH:19][C:3]([O:2][CH3:1])=[CH:4][CH:5]=1, predict the reactants needed to synthesize it. (4) Given the product [ClH:48].[CH:1]([O:4][C:5]([O:7][CH:8]([O:10][C:11]([C:13]1[N:14]=[C:15]([C:44]([F:45])([F:46])[F:47])[N:16]2[CH2:21][CH2:20][N:19]([C:22](=[O:43])[CH2:23][C@H:24]([NH2:35])[CH2:25][C:26]3[CH:31]=[C:30]([F:32])[C:29]([F:33])=[CH:28][C:27]=3[F:34])[CH2:18][C:17]=12)=[O:12])[CH3:9])=[O:6])([CH3:2])[CH3:3].[ClH:48].[CH:1]([O:4][C:5]([O:7][CH:8]([O:10][C:11]([C:13]1[N:14]=[C:15]([C:44]([F:45])([F:46])[F:47])[N:16]2[CH2:21][CH2:20][N:19]([C:22](=[O:43])[CH2:23][CH:24]([NH2:35])[CH2:25][C:26]3[CH:31]=[C:30]([F:32])[C:29]([F:33])=[CH:28][C:27]=3[F:34])[CH2:18][C:17]=12)=[O:12])[CH3:9])=[O:6])([CH3:2])[CH3:3], predict the reactants needed to synthesize it. The reactants are: [CH:1]([O:4][C:5]([O:7][CH:8]([O:10][C:11]([C:13]1[N:14]=[C:15]([C:44]([F:47])([F:46])[F:45])[N:16]2[CH2:21][CH2:20][N:19]([C:22](=[O:43])[CH2:23][C@H:24]([NH:35]C(OC(C)(C)C)=O)[CH2:25][C:26]3[CH:31]=[C:30]([F:32])[C:29]([F:33])=[CH:28][C:27]=3[F:34])[CH2:18][C:17]=12)=[O:12])[CH3:9])=[O:6])([CH3:3])[CH3:2].[ClH:48]. (5) The reactants are: [Cl:1][C:2]1[CH:3]=[C:4]([C@@H:12]([CH2:22][CH:23]2[CH2:27][CH2:26][CH2:25][CH2:24]2)[C:13]([NH:15][C:16]2[CH:20]=[CH:19][N:18]([CH3:21])[N:17]=2)=[O:14])[CH:5]=[CH:6][C:7]=1[S:8]([CH3:11])(=[O:10])=[O:9].C(Cl)(=O)C(Cl)=O.N1C(C)=CC=CC=1C.[CH3:42][O:43][C:44](=[O:58])[C:45]1[CH:50]=[CH:49][CH:48]=[C:47](CN2C=CC(N)=N2)[CH:46]=1. Given the product [CH3:42][O:43][C:44](=[O:58])[C:45]1[CH:50]=[CH:49][CH:48]=[C:47]([CH2:21][N:18]2[CH:19]=[CH:20][C:16]([NH:15][C:13](=[O:14])[C@@H:12]([C:4]3[CH:5]=[CH:6][C:7]([S:8]([CH3:11])(=[O:10])=[O:9])=[C:2]([Cl:1])[CH:3]=3)[CH2:22][CH:23]3[CH2:24][CH2:25][CH2:26][CH2:27]3)=[N:17]2)[CH:46]=1, predict the reactants needed to synthesize it. (6) Given the product [N:10]1([C:16]([N:18]2[CH2:23][CH:22]([C:24]3[CH:29]=[CH:28][C:27]([C:30]([F:33])([F:31])[F:32])=[CH:26][CH:25]=3)[CH2:21][CH:20]([CH2:34][S:7][C:1]3[CH:6]=[CH:5][CH:4]=[CH:3][CH:2]=3)[CH2:19]2)=[O:17])[CH2:15][CH2:14][O:13][CH2:12][CH2:11]1, predict the reactants needed to synthesize it. The reactants are: [C:1]1([SH:7])[CH:6]=[CH:5][CH:4]=[CH:3][CH:2]=1.[H-].[Na+].[N:10]1([C:16]([N:18]2[CH2:23][CH:22]([C:24]3[CH:29]=[CH:28][C:27]([C:30]([F:33])([F:32])[F:31])=[CH:26][CH:25]=3)[CH2:21][CH:20]([CH2:34]S([O-])(=O)=O)[CH2:19]2)=[O:17])[CH2:15][CH2:14][O:13][CH2:12][CH2:11]1.O. (7) Given the product [C:3]([C:2]([NH:1][C:19](=[O:20])[O:21][CH2:22][C:23]1[CH:28]=[CH:27][CH:26]=[CH:25][CH:24]=1)([CH2:5][CH2:6][C:7]([F:8])([F:9])[F:10])[CH3:11])#[N:4], predict the reactants needed to synthesize it. The reactants are: [NH2:1][C:2]([CH3:11])([CH2:5][CH2:6][C:7]([F:10])([F:9])[F:8])[C:3]#[N:4].C(=O)([O-])[O-].[K+].[K+].Cl[C:19]([O:21][CH2:22][C:23]1[CH:28]=[CH:27][CH:26]=[CH:25][CH:24]=1)=[O:20]. (8) Given the product [CH3:1][O:2][C:3](=[O:22])[C:4]1[CH:9]=[CH:8][C:7]([O:10][CH2:11][C:12]2[CH:21]=[CH:20][C:19]3[C:14](=[CH:15][CH:16]=[CH:17][CH:18]=3)[N:13]=2)=[C:6]([Cl:33])[CH:5]=1, predict the reactants needed to synthesize it. The reactants are: [CH3:1][O:2][C:3](=[O:22])[C:4]1[CH:9]=[CH:8][C:7]([O:10][CH2:11][C:12]2[CH:21]=[CH:20][C:19]3[C:14](=[CH:15][CH:16]=[CH:17][CH:18]=3)[N:13]=2)=[CH:6][CH:5]=1.COC(=O)C1C=CC(O)=C([Cl:33])C=1. (9) The reactants are: [I:1]Cl.[C:3]1([CH:10]=[CH:9][CH:8]=[C:6]([OH:7])[CH:5]=1)[OH:4].O.S([O-])([O-])=O.[Na+].[Na+]. Given the product [I:1][C:8]1[CH:9]=[CH:10][C:3]([OH:4])=[CH:5][C:6]=1[OH:7], predict the reactants needed to synthesize it.